Predict the product of the given reaction. From a dataset of Forward reaction prediction with 1.9M reactions from USPTO patents (1976-2016). (1) Given the reactants [CH2:1]([O:8][C:9]1[CH:10]=[C:11]([S:15][C:16]2[CH:33]=[CH:32][C:19]([C:20]([O:22][CH2:23][C:24]3[CH:29]=[CH:28][C:27]([O:30][CH3:31])=[CH:26][CH:25]=3)=[O:21])=[CH:18][C:17]=2C(F)(F)F)[CH:12]=[CH:13][CH:14]=1)[C:2]1[CH:7]=[CH:6][CH:5]=[CH:4][CH:3]=1.[Cl:38]C1C=C(F)C=CC=1C(OCC1C=CC(OC)=CC=1)=O, predict the reaction product. The product is: [CH2:1]([O:8][C:9]1[CH:10]=[C:11]([S:15][C:16]2[CH:33]=[CH:32][C:19]([C:20]([O:22][CH2:23][C:24]3[CH:29]=[CH:28][C:27]([O:30][CH3:31])=[CH:26][CH:25]=3)=[O:21])=[C:18]([Cl:38])[CH:17]=2)[CH:12]=[CH:13][CH:14]=1)[C:2]1[CH:7]=[CH:6][CH:5]=[CH:4][CH:3]=1. (2) Given the reactants [N+:1]([C:4]1[CH:5]=[C:6]([CH:16]=[CH:17][CH:18]=1)[C:7]([NH:9][C:10]1([C:13](O)=[O:14])[CH2:12][CH2:11]1)=[O:8])([O-:3])=[O:2].C(Cl)(=O)C(Cl)=O.C[N:26](C=O)C.N, predict the reaction product. The product is: [C:13]([C:10]1([NH:9][C:7](=[O:8])[C:6]2[CH:16]=[CH:17][CH:18]=[C:4]([N+:1]([O-:3])=[O:2])[CH:5]=2)[CH2:12][CH2:11]1)(=[O:14])[NH2:26]. (3) Given the reactants [C:1]([O:5][C:6]([N:8]1[CH2:13][CH2:12][N:11]([S:14]([C:17]2[CH:22]=[CH:21][C:20](Br)=[CH:19][CH:18]=2)(=[O:16])=[O:15])[CH2:10][CH:9]1[CH2:24][OH:25])=[O:7])([CH3:4])([CH3:3])[CH3:2].[C:26]([O:30][C:31]([N:33]1[C:41]2[C:36](=[CH:37][CH:38]=[C:39]([F:42])[CH:40]=2)[C:35](B2OC(C)(C)C(C)(C)O2)=[CH:34]1)=[O:32])([CH3:29])([CH3:28])[CH3:27].C([O-])([O-])=O.[K+].[K+], predict the reaction product. The product is: [C:1]([O:5][C:6]([N:8]1[CH2:13][CH2:12][N:11]([S:14]([C:17]2[CH:22]=[CH:21][C:20]([C:35]3[C:36]4[C:41](=[CH:40][C:39]([F:42])=[CH:38][CH:37]=4)[N:33]([C:31]([O:30][C:26]([CH3:29])([CH3:28])[CH3:27])=[O:32])[CH:34]=3)=[CH:19][CH:18]=2)(=[O:16])=[O:15])[CH2:10][CH:9]1[CH2:24][OH:25])=[O:7])([CH3:4])([CH3:3])[CH3:2]. (4) Given the reactants Cl[C:2]1[CH:7]=[CH:6][C:5]([N+:8]([O-:10])=[O:9])=[CH:4][N:3]=1.[NH2:11][C:12]1[CH:13]=[C:14]([OH:19])[CH:15]=[CH:16][C:17]=1[F:18].C(=O)([O-])[O-].[K+].[K+].CN(C)C=O, predict the reaction product. The product is: [F:18][C:17]1[CH:16]=[CH:15][C:14]([O:19][C:2]2[CH:7]=[CH:6][C:5]([N+:8]([O-:10])=[O:9])=[CH:4][N:3]=2)=[CH:13][C:12]=1[NH2:11]. (5) Given the reactants [NH:1]([C:8](=[O:44])[CH:9]([C:16]1[CH:43]=[CH:42][C:19]([C:20]([NH:22][C:23]2[CH:28]=[C:27]([C:29]3[CH:33]=[CH:32][S:31][CH:30]=3)[CH:26]=[CH:25][C:24]=2[NH:34]C(=O)OC(C)(C)C)=[O:21])=[CH:18][CH:17]=1)[CH2:10][NH:11][C:12]([NH:14][CH3:15])=[O:13])[C:2]1[CH:7]=[CH:6][CH:5]=[CH:4][CH:3]=1.FC(F)(F)C(O)=O.C([O-])(O)=O.[Na+], predict the reaction product. The product is: [NH2:34][C:24]1[CH:25]=[CH:26][C:27]([C:29]2[CH:33]=[CH:32][S:31][CH:30]=2)=[CH:28][C:23]=1[NH:22][C:20](=[O:21])[C:19]1[CH:18]=[CH:17][C:16]([CH:9]([CH2:10][NH:11][C:12]([NH:14][CH3:15])=[O:13])[C:8]([NH:1][C:2]2[CH:7]=[CH:6][CH:5]=[CH:4][CH:3]=2)=[O:44])=[CH:43][CH:42]=1. (6) Given the reactants [CH3:1][CH:2]1[CH2:7][N:6](C(OCC2C=CC=CC=2)=O)[CH2:5][C:4]2[O:18][C:19]([C:21]3[CH:26]=[CH:25][CH:24]=[CH:23][N:22]=3)=[N:20][C:3]1=2.[Si](I)(C)(C)C, predict the reaction product. The product is: [CH3:1][CH:2]1[CH2:7][NH:6][CH2:5][C:4]2[O:18][C:19]([C:21]3[CH:26]=[CH:25][CH:24]=[CH:23][N:22]=3)=[N:20][C:3]1=2. (7) Given the reactants C([O:3][C:4](=[O:31])[CH2:5][S:6][C:7]1[S:8][C:9]2[C:10]([N:30]=1)=[N:11][CH:12]=[C:13]([N:15]1[CH2:20][CH2:19][CH:18]([O:21][C:22]3[CH:27]=[C:26]([F:28])[CH:25]=[CH:24][C:23]=3[Br:29])[CH2:17][CH2:16]1)[N:14]=2)C.[OH-].[Na+], predict the reaction product. The product is: [Br:29][C:23]1[CH:24]=[CH:25][C:26]([F:28])=[CH:27][C:22]=1[O:21][CH:18]1[CH2:19][CH2:20][N:15]([C:13]2[N:14]=[C:9]3[S:8][C:7]([S:6][CH2:5][C:4]([OH:31])=[O:3])=[N:30][C:10]3=[N:11][CH:12]=2)[CH2:16][CH2:17]1. (8) Given the reactants C(S)C.C[O:5][C:6]1[CH:15]=[C:14]2[C:9]([C:10]([C:16]3[C:17]([C:26]4[CH:31]=[CH:30][CH:29]=[CH:28][N:27]=4)=[N:18][N:19]4[CH2:25][CH2:24][CH2:23][CH2:22][CH2:21][C:20]=34)=[CH:11][CH:12]=[N:13]2)=[CH:8][CH:7]=1.[H-].[Na+], predict the reaction product. The product is: [N:27]1[CH:28]=[CH:29][CH:30]=[CH:31][C:26]=1[C:17]1[C:16]([C:10]2[C:9]3[C:14](=[CH:15][C:6]([OH:5])=[CH:7][CH:8]=3)[N:13]=[CH:12][CH:11]=2)=[C:20]2[CH2:21][CH2:22][CH2:23][CH2:24][CH2:25][N:19]2[N:18]=1. (9) The product is: [F:1][C@H:2]1[C@@H:7]([O:8][C:9]2[CH:16]=[CH:15][C:14]([C:17]3[N:22]=[C:21]([NH:23][C:24]4[CH:25]=[CH:26][C:27]([N:30]5[CH2:33][C:32]([OH:35])([CH3:34])[CH2:31]5)=[CH:28][CH:29]=4)[N:20]=[CH:19][N:18]=3)=[CH:13][C:10]=2[C:11]#[N:12])[CH2:6][CH2:5][N:4]([C:60](=[O:64])[C@@H:61]([OH:62])[CH3:63])[CH2:3]1. Given the reactants [F:1][C@H:2]1[C@@H:7]([O:8][C:9]2[CH:16]=[CH:15][C:14]([C:17]3[N:22]=[C:21]([NH:23][C:24]4[CH:29]=[CH:28][C:27]([N:30]5[CH2:33][C:32]([OH:35])([CH3:34])[CH2:31]5)=[CH:26][CH:25]=4)[N:20]=[CH:19][N:18]=3)=[CH:13][C:10]=2[C:11]#[N:12])[CH2:6][CH2:5][NH:4][CH2:3]1.F[P-](F)(F)(F)(F)F.CN(C(N(C)C)=[N+]1C2C(=NC=CC=2)[N+]([O-])=N1)C.[C:60](O)(=[O:64])[C@H:61]([CH3:63])[OH:62].C(N(CC)C(C)C)(C)C, predict the reaction product.